Dataset: Forward reaction prediction with 1.9M reactions from USPTO patents (1976-2016). Task: Predict the product of the given reaction. Given the reactants C[O:2][C:3](=[O:36])[C:4]1[CH:9]=[C:8]([CH3:10])[C:7]([O:11][CH2:12][CH:13]([C:20]2[N:21]([C:28]3[CH:33]=[CH:32][C:31]([Cl:34])=[CH:30][CH:29]=3)[N:22]=[C:23]3[CH2:27][CH2:26][CH2:25][C:24]=23)[CH:14]2[CH2:19][CH2:18][CH2:17][CH2:16][CH2:15]2)=[C:6]([CH3:35])[CH:5]=1.[OH-].[Li+], predict the reaction product. The product is: [Cl:34][C:31]1[CH:32]=[CH:33][C:28]([N:21]2[C:20]([CH:13]([CH:14]3[CH2:19][CH2:18][CH2:17][CH2:16][CH2:15]3)[CH2:12][O:11][C:7]3[C:8]([CH3:10])=[CH:9][C:4]([C:3]([OH:36])=[O:2])=[CH:5][C:6]=3[CH3:35])=[C:24]3[CH2:25][CH2:26][CH2:27][C:23]3=[N:22]2)=[CH:29][CH:30]=1.